This data is from Full USPTO retrosynthesis dataset with 1.9M reactions from patents (1976-2016). The task is: Predict the reactants needed to synthesize the given product. (1) The reactants are: O1[C:3]2([CH2:8][CH2:7][N:6]([C:9]3[CH:14]=[CH:13][C:12]([N:15]4[CH2:19][C@H:18]([CH2:20][NH:21][C:22](=[O:24])[CH3:23])[O:17][C:16]4=[O:25])=[CH:11][C:10]=3[F:26])[CH2:5][CH2:4]2)[CH2:2]1.[CH2:27]([SH:31])[CH2:28][CH2:29][SH:30].B(F)(F)F. Given the product [S:30]1[C:3]2([CH2:8][CH2:7][N:6]([C:9]3[CH:14]=[CH:13][C:12]([N:15]4[CH2:19][C@H:18]([CH2:20][NH:21][C:22](=[O:24])[CH3:23])[O:17][C:16]4=[O:25])=[CH:11][C:10]=3[F:26])[CH2:5][CH2:4]2)[CH2:2][S:31][CH2:27][CH2:28][CH2:29]1, predict the reactants needed to synthesize it. (2) Given the product [CH3:17][C:18]([OH:19])([CH3:21])[CH2:20][C:8]1[N:7]([CH:2]2[CH2:3][CH2:4][CH2:5][CH2:6][O:1]2)[CH:11]=[CH:10][N:9]=1, predict the reactants needed to synthesize it. The reactants are: [O:1]1[CH2:6][CH2:5][CH2:4][CH2:3][CH:2]1[N:7]1[CH:11]=[CH:10][N:9]=[CH:8]1.[Li]CCCC.[CH3:17][C:18]1([CH3:21])[CH2:20][O:19]1.CO. (3) Given the product [Cl:1][C:2]1[CH:3]=[C:4]2[C:9](=[CH:10][C:11]=1[O:12][C:13]1[CH:14]=[CH:15][C:16]([C:19](=[O:32])[NH:20][C:21]3[CH:30]=[CH:29][C:28]4[C:23](=[CH:24][CH:25]=[C:26]([Cl:31])[CH:27]=4)[N:22]=3)=[CH:17][CH:18]=1)[O:8][CH2:7][CH2:6][CH:5]2[C:33]([O-:35])=[O:34].[Na+:46], predict the reactants needed to synthesize it. The reactants are: [Cl:1][C:2]1[CH:3]=[C:4]2[C:9](=[CH:10][C:11]=1[O:12][C:13]1[CH:18]=[CH:17][C:16]([C:19](=[O:32])[NH:20][C:21]3[CH:30]=[CH:29][C:28]4[C:23](=[CH:24][CH:25]=[C:26]([Cl:31])[CH:27]=4)[N:22]=3)=[CH:15][CH:14]=1)[O:8][CH2:7][CH2:6][CH:5]2[C:33]([OH:35])=[O:34].C(C(CCCC)C([O-])=O)C.[Na+:46].CCCCCC. (4) Given the product [OH:1][C:2]1[CH:7]=[CH:6][C:5]([C:8]2[CH:9]=[C:10]([C:15]3[CH:23]=[CH:22][C:18]([C:19]([NH:34][CH2:33][CH2:32][CH2:31][N:28]4[CH2:29][CH2:30][O:25][CH2:26][CH2:27]4)=[O:21])=[CH:17][CH:16]=3)[NH:11][C:12](=[O:14])[N:13]=2)=[CH:4][C:3]=1[CH3:24], predict the reactants needed to synthesize it. The reactants are: [OH:1][C:2]1[CH:7]=[CH:6][C:5]([C:8]2[CH:9]=[C:10]([C:15]3[CH:23]=[CH:22][C:18]([C:19]([OH:21])=O)=[CH:17][CH:16]=3)[NH:11][C:12](=[O:14])[N:13]=2)=[CH:4][C:3]=1[CH3:24].[O:25]1[CH2:30][CH2:29][N:28]([CH2:31][CH2:32][CH2:33][NH2:34])[CH2:27][CH2:26]1.ON1C2C=CC=CC=2N=N1.CCN=C=NCCC[N+](C)(C)C.[I-]. (5) Given the product [CH2:13]([NH:12][C:11]([C:9](=[O:10])[CH2:8][NH:7][C:6]([CH:45]([NH:44][C:42]([N:36]1[CH2:41][CH2:40][O:39][CH2:38][CH2:37]1)=[O:43])[CH2:49][S:50]([CH2:53][C:54]1[CH:55]=[CH:56][CH:57]=[CH:58][CH:59]=1)(=[O:52])=[O:51])=[O:21])=[O:20])[C:14]1[CH:15]=[CH:16][CH:17]=[CH:18][CH:19]=1, predict the reactants needed to synthesize it. The reactants are: C(O[C:6](=[O:21])[NH:7][CH2:8][CH:9]([C:11](=[O:20])[NH:12][CH2:13][C:14]1[CH:19]=[CH:18][CH:17]=[CH:16][CH:15]=1)[OH:10])(C)(C)C.C(Cl)CCl.C1C=CC2N(O)N=NC=2C=1.[N:36]1([C:42]([NH:44][CH:45]([CH2:49][S:50]([CH2:53][C:54]2[CH:59]=[CH:58][CH:57]=[CH:56][CH:55]=2)(=[O:52])=[O:51])C(O)=O)=[O:43])[CH2:41][CH2:40][O:39][CH2:38][CH2:37]1.CN1CCOCC1.CC(OI1(OC(C)=O)(OC(C)=O)OC(=O)C2C=CC=CC1=2)=O.